Regression. Given two drug SMILES strings and cell line genomic features, predict the synergy score measuring deviation from expected non-interaction effect. From a dataset of NCI-60 drug combinations with 297,098 pairs across 59 cell lines. (1) Drug 1: C1CC(=O)NC(=O)C1N2CC3=C(C2=O)C=CC=C3N. Drug 2: C(CCl)NC(=O)N(CCCl)N=O. Cell line: HOP-62. Synergy scores: CSS=-6.22, Synergy_ZIP=2.82, Synergy_Bliss=-4.36, Synergy_Loewe=-7.31, Synergy_HSA=-8.78. (2) Drug 1: C1CN1P(=S)(N2CC2)N3CC3. Drug 2: CC=C1C(=O)NC(C(=O)OC2CC(=O)NC(C(=O)NC(CSSCCC=C2)C(=O)N1)C(C)C)C(C)C. Cell line: HS 578T. Synergy scores: CSS=49.1, Synergy_ZIP=-2.22, Synergy_Bliss=-0.603, Synergy_Loewe=-9.97, Synergy_HSA=-0.219. (3) Drug 2: COCCOC1=C(C=C2C(=C1)C(=NC=N2)NC3=CC=CC(=C3)C#C)OCCOC.Cl. Cell line: HS 578T. Synergy scores: CSS=9.08, Synergy_ZIP=0.0418, Synergy_Bliss=4.44, Synergy_Loewe=2.04, Synergy_HSA=3.54. Drug 1: C1C(C(OC1N2C=NC(=NC2=O)N)CO)O.